This data is from Catalyst prediction with 721,799 reactions and 888 catalyst types from USPTO. The task is: Predict which catalyst facilitates the given reaction. (1) Reactant: [OH:1][C:2]1[CH:7]=[CH:6][C:5]([N:8]2[C:12](=[O:13])[CH2:11][C@H:10]([C:14]([OH:16])=[O:15])[CH2:9]2)=[CH:4][CH:3]=1.S(=O)(=O)(O)O.[CH3:22]OC(OC)(C)C.O. Product: [CH3:22][O:15][C:14]([C@H:10]1[CH2:11][C:12](=[O:13])[N:8]([C:5]2[CH:4]=[CH:3][C:2]([OH:1])=[CH:7][CH:6]=2)[CH2:9]1)=[O:16]. The catalyst class is: 5. (2) Reactant: [Mg].Br[CH2:3][CH2:4][CH:5]([C:12]1[CH:17]=[CH:16][CH:15]=[CH:14][CH:13]=1)[C:6]1[CH:11]=[CH:10][CH:9]=[CH:8][CH:7]=1.[CH2:18]([N:25]1[C:29]([CH:30]=[O:31])=[CH:28][N:27]=[CH:26]1)[C:19]1[CH:24]=[CH:23][CH:22]=[CH:21][CH:20]=1.Cl. Product: [CH2:18]([N:25]1[C:29]([CH:30]([OH:31])[CH2:3][CH2:4][CH:5]([C:12]2[CH:17]=[CH:16][CH:15]=[CH:14][CH:13]=2)[C:6]2[CH:11]=[CH:10][CH:9]=[CH:8][CH:7]=2)=[CH:28][N:27]=[CH:26]1)[C:19]1[CH:20]=[CH:21][CH:22]=[CH:23][CH:24]=1. The catalyst class is: 7. (3) Reactant: [Br:1][C:2]1[CH:10]=[C:9]([CH3:11])[CH:8]=[CH:7][C:3]=1[C:4]([OH:6])=[O:5].[OH-:12].[Na+].Cl.[Si](C=[N+]=[N-])(C)(C)C.CCCCCC.[CH3:28]O. Product: [CH3:28][O:5][C:4](=[O:6])[C:3]1[CH:7]=[CH:8][C:9]([CH2:11][OH:12])=[CH:10][C:2]=1[Br:1]. The catalyst class is: 1. (4) Reactant: [H-].[Al+3].[Li+].[H-].[H-].[H-].[Cl:7][C:8]1[CH:13]=[C:12]([Cl:14])[CH:11]=[CH:10][C:9]=1[S:15]([NH:18][C:19]1[CH:20]=[C:21]([C:28]([S:31][C:32]2[CH:37]=[CH:36][C:35]([S:38]([N:41]3[CH2:46][CH2:45][CH2:44][CH2:43][CH2:42]3)(=[O:40])=[O:39])=[CH:34][CH:33]=2)=[CH:29][N:30]=1)[C:22](N(OC)C)=[O:23])(=[O:17])=[O:16].Cl.C([O-])(O)=O.[Na+]. Product: [Cl:7][C:8]1[CH:13]=[C:12]([Cl:14])[CH:11]=[CH:10][C:9]=1[S:15]([NH:18][C:19]1[CH:20]=[C:21]([CH:22]=[O:23])[C:28]([S:31][C:32]2[CH:33]=[CH:34][C:35]([S:38]([N:41]3[CH2:46][CH2:45][CH2:44][CH2:43][CH2:42]3)(=[O:40])=[O:39])=[CH:36][CH:37]=2)=[CH:29][N:30]=1)(=[O:17])=[O:16]. The catalyst class is: 1. (5) Reactant: [CH2:1]([NH:3][C:4]([CH:6]1[C:14]2[C:9](=[CH:10][CH:11]=[CH:12][CH:13]=2)[CH2:8][NH:7]1)=[O:5])[CH3:2].[Cl:15][C:16]1[C:17]([O:29][CH2:30][O:31][CH3:32])=[CH:18][C:19]([O:25][CH2:26][O:27][CH3:28])=[C:20]([CH:24]=1)[C:21](O)=[O:22].CN1CCOCC1.Cl.CN(C)CCCN=C=NCC.ON1C2C=CC=CC=2N=N1. Product: [Cl:15][C:16]1[C:17]([O:29][CH2:30][O:31][CH3:32])=[CH:18][C:19]([O:25][CH2:26][O:27][CH3:28])=[C:20]([CH:24]=1)[C:21]([N:7]1[CH2:8][C:9]2[C:14](=[CH:13][CH:12]=[CH:11][CH:10]=2)[CH:6]1[C:4]([NH:3][CH2:1][CH3:2])=[O:5])=[O:22]. The catalyst class is: 173.